From a dataset of Catalyst prediction with 721,799 reactions and 888 catalyst types from USPTO. Predict which catalyst facilitates the given reaction. (1) Product: [Br:1][C:2]1[CH:7]=[CH:6][C:5]([Cl:8])=[CH:4][C:3]=1[N:9]([CH3:26])[C:10]([CH:12]1[CH2:13][N:14]([C:16]([O:18][C:19]([CH3:22])([CH3:21])[CH3:20])=[O:17])[CH2:15]1)=[O:11]. Reactant: [Br:1][C:2]1[CH:7]=[CH:6][C:5]([Cl:8])=[CH:4][C:3]=1[NH:9][C:10]([CH:12]1[CH2:15][N:14]([C:16]([O:18][C:19]([CH3:22])([CH3:21])[CH3:20])=[O:17])[CH2:13]1)=[O:11].[H-].[Na+].I[CH3:26]. The catalyst class is: 1. (2) Reactant: [C:1]([N:20]1[CH:24]=[N:23][C:22]([CH2:25][OH:26])=[N:21]1)([C:14]1[CH:19]=[CH:18][CH:17]=[CH:16][CH:15]=1)([C:8]1[CH:13]=[CH:12][CH:11]=[CH:10][CH:9]=1)[C:2]1[CH:7]=[CH:6][CH:5]=[CH:4][CH:3]=1.C(N(CC)CC)C.[CH3:34][S:35](Cl)(=[O:37])=[O:36].O. Product: [CH3:34][S:35]([O:26][CH2:25][C:22]1[N:23]=[CH:24][N:20]([C:1]([C:2]2[CH:7]=[CH:6][CH:5]=[CH:4][CH:3]=2)([C:8]2[CH:13]=[CH:12][CH:11]=[CH:10][CH:9]=2)[C:14]2[CH:15]=[CH:16][CH:17]=[CH:18][CH:19]=2)[N:21]=1)(=[O:37])=[O:36]. The catalyst class is: 4. (3) Reactant: [F:1][C:2]([F:37])([C:33]([F:36])([F:35])[F:34])[C:3]([F:32])([F:31])[C:4]([F:30])([F:29])[C:5]([F:28])([F:27])[C:6]([F:26])([F:25])[C:7]([F:24])([F:23])[C:8]([F:22])([F:21])[CH2:9][CH2:10][CH2:11][CH2:12][CH2:13][CH2:14][CH2:15][CH2:16][CH2:17][CH2:18][CH2:19]O.[BrH:38].S(=O)(=O)(O)O. Product: [Br:38][CH2:19][CH2:18][CH2:17][CH2:16][CH2:15][CH2:14][CH2:13][CH2:12][CH2:11][CH2:10][CH2:9][C:8]([F:21])([F:22])[C:7]([F:23])([F:24])[C:6]([F:25])([F:26])[C:5]([F:27])([F:28])[C:4]([F:29])([F:30])[C:3]([F:31])([F:32])[C:2]([F:1])([F:37])[C:33]([F:34])([F:35])[F:36]. The catalyst class is: 6. (4) Reactant: [O:1]1[C:5]2([CH2:10][CH2:9][CH:8]([CH2:11][OH:12])[CH2:7][CH2:6]2)[O:4][CH2:3][CH2:2]1.[H-].[Na+].Br[CH2:16][C:17]#[C:18][C:19]([CH3:22])([CH3:21])[CH3:20]. Product: [CH3:20][C:19]([CH3:22])([CH3:21])[C:18]#[C:17][CH2:16][O:12][CH2:11][CH:8]1[CH2:9][CH2:10][C:5]2([O:4][CH2:3][CH2:2][O:1]2)[CH2:6][CH2:7]1. The catalyst class is: 7. (5) Reactant: [CH2:1]([O:3][C:4]([C:6]1[N:7]=[C:8]([Br:23])[N:9]([CH:20]([CH3:22])[CH3:21])[C:10]=1[CH:11]([C:13]1[CH:18]=[CH:17][C:16]([Cl:19])=[CH:15][CH:14]=1)O)=[O:5])[CH3:2].[NH2:24][CH:25]1[CH2:30][N:29]([CH3:31])[C:28](=[O:32])[CH2:27][CH2:26]1.Cl. Product: [CH2:1]([O:3][C:4]([C:6]1[N:7]=[C:8]([Br:23])[N:9]([CH:20]([CH3:22])[CH3:21])[C:10]=1[CH:11]([C:13]1[CH:18]=[CH:17][C:16]([Cl:19])=[CH:15][CH:14]=1)[NH:24][CH:25]1[CH2:26][CH2:27][C:28](=[O:32])[N:29]([CH3:31])[CH2:30]1)=[O:5])[CH3:2]. The catalyst class is: 25. (6) Reactant: [C:1]([OH:10])(=[O:9])[C@@H:2]([C@H:4]([C:6]([OH:8])=[O:7])[OH:5])[OH:3].[F:11][NH:12][C@H:13]([C:18]([OH:20])=[O:19])[CH2:14][CH:15]([CH3:17])[CH3:16].CC(OC)(C)C. Product: [C:1]([OH:10])(=[O:9])[C@@H:2]([C@H:4]([C:6]([OH:8])=[O:7])[OH:5])[OH:3].[F:11][NH:12][C@H:13]([C:18]([OH:20])=[O:19])[CH2:14][CH:15]([CH3:17])[CH3:16]. The catalyst class is: 8. (7) Reactant: C1(C)C=CC(S([N:10]2[CH2:18][C:17]3[C:12](=[CH:13][CH:14]=[C:15]([Cl:19])[CH:16]=3)[CH2:11]2)(=O)=O)=CC=1.C1(O)C=CC=CC=1.Br.C(O)(=O)CC. Product: [ClH:19].[ClH:19].[Cl:19][C:15]1[CH:16]=[C:17]2[C:12](=[CH:13][CH:14]=1)[CH2:11][NH:10][CH2:18]2. The catalyst class is: 6. (8) Reactant: [F:1][C:2]1[CH:7]=[CH:6][N:5]=[C:4]([NH:8]C(=O)OC(C)(C)C)[C:3]=1[CH2:16][NH:17][CH2:18][C:19]1[CH:24]=[CH:23][C:22]([O:25][CH3:26])=[CH:21][CH:20]=1.C(O)(C(F)(F)F)=O.C(Cl)Cl.CO. Product: [F:1][C:2]1[CH:7]=[CH:6][N:5]=[C:4]([NH2:8])[C:3]=1[CH2:16][NH:17][CH2:18][C:19]1[CH:24]=[CH:23][C:22]([O:25][CH3:26])=[CH:21][CH:20]=1. The catalyst class is: 2. (9) Reactant: [CH2:1]([N:3]([CH2:19][CH3:20])[C:4]([C:6]1([CH2:17][CH3:18])[C:14]2[CH:13]=[CH:12][NH:11][C:10](=[O:15])[C:9]=2[C:8](=[O:16])[O:7]1)=[O:5])[CH3:2].C(OC(=O)C(N(CC)CC)=O)C.[Cl-].[Ce+3].[Cl-].[Cl-].[BH4-].[Na+].C(=O)([O-])O.[Na+].[Cl-].[Na+].O. Product: [CH2:19]([N:3]([CH2:1][CH3:2])[C:4](=[O:5])[C:6]([OH:7])([C:14]1[CH:13]=[CH:12][NH:11][C:10](=[O:15])[C:9]=1[CH2:8][OH:16])[CH2:17][CH3:18])[CH3:20]. The catalyst class is: 8. (10) Reactant: C([O:8][C:9](=[O:36])[C@@H:10]([N:25]([CH2:33][CH2:34][CH3:35])[C:26]([O:28][C:29]([CH3:32])([CH3:31])[CH3:30])=[O:27])[CH2:11][CH2:12][C:13]1[N:17]([CH2:18][CH2:19][CH3:20])[C:16]2[CH:21]=[CH:22][CH:23]=[CH:24][C:15]=2[N:14]=1)C1C=CC=CC=1. Product: [C:29]([O:28][C:26]([N:25]([CH2:33][CH2:34][CH3:35])[C@@H:10]([CH2:11][CH2:12][C:13]1[N:17]([CH2:18][CH2:19][CH3:20])[C:16]2[CH:21]=[CH:22][CH:23]=[CH:24][C:15]=2[N:14]=1)[C:9]([OH:36])=[O:8])=[O:27])([CH3:30])([CH3:31])[CH3:32]. The catalyst class is: 178.